From a dataset of Forward reaction prediction with 1.9M reactions from USPTO patents (1976-2016). Predict the product of the given reaction. (1) Given the reactants [Cl:1][C:2]1[CH:3]=[C:4]([CH:9]=[CH:10][C:11]([CH3:16])=[CH:12][C:13](O)=O)[CH:5]=[CH:6][C:7]=1[Cl:8].[CH2:17]([N:19]([CH2:22][CH3:23])[CH2:20][CH3:21])[CH3:18].ClC([O:27][CH2:28]C(C)C)=O.[N:32]1(NCCC)CCCC[CH2:33]1.[CH2:42](Cl)Cl, predict the reaction product. The product is: [N:19]1([CH2:22][CH2:23][CH2:33][NH:32][C:28]([CH:13]=[CH:12][C:11]([CH3:16])=[CH:10][CH2:9][C:4]2[CH:5]=[CH:6][C:7]([Cl:8])=[C:2]([Cl:1])[CH:3]=2)=[O:27])[CH2:20][CH2:21][CH2:42][CH2:18][CH2:17]1. (2) Given the reactants [CH3:1][C:2]([C:4]1[CH:9]=[C:8]([O:10][CH3:11])[C:7]([O:12][CH3:13])=[C:6]([O:14][CH3:15])[CH:5]=1)=[O:3].[Cl:16][C:17]1[CH:22]=[CH:21][C:20]([NH:23][C:24]2[N:31]=[CH:30][CH:29]=[CH:28][C:25]=2[CH:26]=O)=[CH:19][CH:18]=1.Cl, predict the reaction product. The product is: [Cl:16][C:17]1[CH:22]=[CH:21][C:20]([NH:23][C:24]2[C:25](/[CH:26]=[CH:1]/[C:2]([C:4]3[CH:5]=[C:6]([O:14][CH3:15])[C:7]([O:12][CH3:13])=[C:8]([O:10][CH3:11])[CH:9]=3)=[O:3])=[CH:28][CH:29]=[CH:30][N:31]=2)=[CH:19][CH:18]=1. (3) Given the reactants CS[C:3]1[S:4]/[C:5](=[CH:9]\[C:10]2[CH:11]=[C:12]3[C:17](=[CH:18][CH:19]=2)[N:16]=[CH:15][CH:14]=[CH:13]3)/[C:6](=[O:8])[N:7]=1.[F:20][C:21]1[CH:26]=[C:25]([F:27])[CH:24]=[CH:23][C:22]=1[CH:28]([NH2:31])[CH2:29][OH:30].CCN(C(C)C)C(C)C, predict the reaction product. The product is: [F:20][C:21]1[CH:26]=[C:25]([F:27])[CH:24]=[CH:23][C:22]=1[CH:28]([NH:31][C:3]1[S:4]/[C:5](=[CH:9]\[C:10]2[CH:11]=[C:12]3[C:17](=[CH:18][CH:19]=2)[N:16]=[CH:15][CH:14]=[CH:13]3)/[C:6](=[O:8])[N:7]=1)[CH2:29][OH:30]. (4) The product is: [CH:11]1([N:8]2[CH:7]=[N:6][C:5]3[C:9]2=[N:10][CH:2]=[N:3][CH:4]=3)[CH2:12][CH2:13][CH2:14][CH2:15]1. Given the reactants Cl[C:2]1[N:10]=[C:9]2[C:5]([N:6]=[CH:7][N:8]2[CH:11]2[CH2:15][CH2:14][CH2:13][CH2:12]2)=[C:4](Cl)[N:3]=1.NC1CCN(CC2C3C(=CC=CC=3)C=CC=2)CC1, predict the reaction product.